This data is from Catalyst prediction with 721,799 reactions and 888 catalyst types from USPTO. The task is: Predict which catalyst facilitates the given reaction. (1) Reactant: [Na].[CH2:2]([OH:5])[CH:3]=[CH2:4].Br[C:7]1[C:16]2[C:11](=[CH:12][CH:13]=[C:14]([O:17][CH3:18])[CH:15]=2)[N:10]=[CH:9][CH:8]=1.ClCCl. Product: [CH2:2]([O:5][C:7]1[C:16]2[C:11](=[CH:12][CH:13]=[C:14]([O:17][CH3:18])[CH:15]=2)[N:10]=[CH:9][CH:8]=1)[CH:3]=[CH2:4]. The catalyst class is: 5. (2) Product: [Cl:23][C:18]1[CH:17]=[C:16]([NH:15][C:5]2[C:4]3[C:9](=[C:10]([F:12])[CH:11]=[C:2]([NH:1][CH2:29][C:26]4[NH:25][N:24]=[CH:28][CH:27]=4)[CH:3]=3)[N:8]=[CH:7][C:6]=2[C:13]#[N:14])[CH:21]=[CH:20][C:19]=1[F:22]. Reactant: [NH2:1][C:2]1[CH:3]=[C:4]2[C:9](=[C:10]([F:12])[CH:11]=1)[N:8]=[CH:7][C:6]([C:13]#[N:14])=[C:5]2[NH:15][C:16]1[CH:21]=[CH:20][C:19]([F:22])=[C:18]([Cl:23])[CH:17]=1.[N:24]1[NH:25][C:26]([CH:29]=O)=[CH:27][CH:28]=1.[BH3-]C#N.[Na+]. The catalyst class is: 14. (3) Reactant: [C:1]([O:5][C:6]([N:8]1[C:16]2[CH:15]=[C:14]([CH2:17][OH:18])[N:13]=[CH:12][C:11]=2[C:10]([CH3:20])([CH3:19])[CH2:9]1)=[O:7])([CH3:4])([CH3:3])[CH3:2].C(N(CC)CC)C.[CH3:28][S:29](Cl)(=[O:31])=[O:30].O. Product: [C:1]([O:5][C:6]([N:8]1[C:16]2[CH:15]=[C:14]([CH2:17][O:18][S:29]([CH3:28])(=[O:31])=[O:30])[N:13]=[CH:12][C:11]=2[C:10]([CH3:20])([CH3:19])[CH2:9]1)=[O:7])([CH3:4])([CH3:2])[CH3:3]. The catalyst class is: 25. (4) Reactant: Cl[C:2]1[CH:11]=[N:10][C:9]2[C:4](=[CH:5][C:6]([O:14][CH3:15])=[C:7]([O:12][CH3:13])[CH:8]=2)[N:3]=1.CC1(C)C(C)(C)OB([C:24]2[CH:29]=[CH:28][C:27]([CH2:30][C:31]([NH:33][C:34]3[CH:38]=[C:37]([C:39]4([C:42]([F:45])([F:44])[F:43])[CH2:41][CH2:40]4)[O:36][N:35]=3)=[O:32])=[CH:26][CH:25]=2)O1.C(=O)([O-])[O-].[K+].[K+].O1CCOCC1. The catalyst class is: 103. Product: [CH3:13][O:12][C:7]1[CH:8]=[C:9]2[C:4](=[CH:5][C:6]=1[O:14][CH3:15])[N:3]=[C:2]([C:24]1[CH:25]=[CH:26][C:27]([CH2:30][C:31]([NH:33][C:34]3[CH:38]=[C:37]([C:39]4([C:42]([F:45])([F:43])[F:44])[CH2:40][CH2:41]4)[O:36][N:35]=3)=[O:32])=[CH:28][CH:29]=1)[CH:11]=[N:10]2. (5) Reactant: C[Si](C)(C)N[Si](C)(C)C.[Li].C([O:13][C:14](=O)[C:15]1[CH:20]=[CH:19][C:18]([O:21][CH2:22][C:23]2[CH:28]=[CH:27][CH:26]=[CH:25][CH:24]=2)=[C:17]([O:29][CH2:30][C:31]2[CH:36]=[CH:35][CH:34]=[CH:33][CH:32]=2)[CH:16]=1)C.[CH3:38][C:39]([C:41]1[CH:46]=[C:45]([OH:47])[CH:44]=[CH:43][C:42]=1[OH:48])=[O:40]. Product: [CH2:30]([O:29][C:17]1[CH:16]=[C:15]([C:14](=[O:13])[CH2:38][C:39]([C:41]2[CH:46]=[C:45]([OH:47])[CH:44]=[CH:43][C:42]=2[OH:48])=[O:40])[CH:20]=[CH:19][C:18]=1[O:21][CH2:22][C:23]1[CH:24]=[CH:25][CH:26]=[CH:27][CH:28]=1)[C:31]1[CH:32]=[CH:33][CH:34]=[CH:35][CH:36]=1. The catalyst class is: 7. (6) Reactant: [CH2:1]([C:3]1[S:4][CH:5]=[CH:6][CH:7]=1)[CH3:2].C([Li])CCC.[CH2:13]([Sn:17](Cl)([CH2:22][CH2:23][CH2:24][CH3:25])[CH2:18][CH2:19][CH2:20][CH3:21])[CH2:14][CH2:15][CH3:16]. Product: [CH2:1]([C:3]1[S:4][C:5]([Sn:17]([CH2:18][CH2:19][CH2:20][CH3:21])([CH2:22][CH2:23][CH2:24][CH3:25])[CH2:13][CH2:14][CH2:15][CH3:16])=[CH:6][CH:7]=1)[CH3:2]. The catalyst class is: 7. (7) Reactant: [F:1][C:2]([F:14])([C:6]1[CH:11]=[CH:10][C:9]([F:12])=[CH:8][C:7]=1[CH3:13])[C:3]([OH:5])=O.P(Cl)(Cl)(Cl)=O.Cl.[NH2:21][CH2:22][C:23]1[CH:24]=[C:25]2[C:29](=[CH:30][CH:31]=1)[C:28](=[O:32])[N:27]([CH:33]1[CH2:38][CH2:37][C:36](=[O:39])[NH:35][C:34]1=[O:40])[CH2:26]2.C(=O)(O)[O-].[Na+]. Product: [O:40]=[C:34]1[CH:33]([N:27]2[CH2:26][C:25]3[C:29](=[CH:30][CH:31]=[C:23]([CH2:22][NH:21][C:3](=[O:5])[C:2]([F:1])([F:14])[C:6]4[CH:11]=[CH:10][C:9]([F:12])=[CH:8][C:7]=4[CH3:13])[CH:24]=3)[C:28]2=[O:32])[CH2:38][CH2:37][C:36](=[O:39])[NH:35]1. The catalyst class is: 17.